This data is from NCI-60 drug combinations with 297,098 pairs across 59 cell lines. The task is: Regression. Given two drug SMILES strings and cell line genomic features, predict the synergy score measuring deviation from expected non-interaction effect. (1) Drug 1: C1=CC(=C2C(=C1NCCNCCO)C(=O)C3=C(C=CC(=C3C2=O)O)O)NCCNCCO. Drug 2: COC1=CC(=CC(=C1O)OC)C2C3C(COC3=O)C(C4=CC5=C(C=C24)OCO5)OC6C(C(C7C(O6)COC(O7)C8=CC=CS8)O)O. Cell line: SF-295. Synergy scores: CSS=78.3, Synergy_ZIP=1.88, Synergy_Bliss=0.839, Synergy_Loewe=1.12, Synergy_HSA=5.59. (2) Drug 1: CC1C(C(CC(O1)OC2CC(CC3=C2C(=C4C(=C3O)C(=O)C5=C(C4=O)C(=CC=C5)OC)O)(C(=O)CO)O)N)O.Cl. Drug 2: C1CCC(CC1)NC(=O)N(CCCl)N=O. Cell line: A498. Synergy scores: CSS=9.99, Synergy_ZIP=3.38, Synergy_Bliss=7.06, Synergy_Loewe=7.17, Synergy_HSA=6.81. (3) Drug 1: CC1=C2C(C(=O)C3(C(CC4C(C3C(C(C2(C)C)(CC1OC(=O)C(C(C5=CC=CC=C5)NC(=O)OC(C)(C)C)O)O)OC(=O)C6=CC=CC=C6)(CO4)OC(=O)C)OC)C)OC. Drug 2: C1=CC=C(C=C1)NC(=O)CCCCCCC(=O)NO. Cell line: UO-31. Synergy scores: CSS=39.5, Synergy_ZIP=1.96, Synergy_Bliss=2.93, Synergy_Loewe=-27.3, Synergy_HSA=4.28. (4) Drug 1: C1=CC=C(C=C1)NC(=O)CCCCCCC(=O)NO. Drug 2: C1=CN(C=N1)CC(O)(P(=O)(O)O)P(=O)(O)O. Cell line: SK-MEL-5. Synergy scores: CSS=24.1, Synergy_ZIP=-6.46, Synergy_Bliss=1.60, Synergy_Loewe=-9.77, Synergy_HSA=-1.11. (5) Drug 1: CC1=C2C(C(=O)C3(C(CC4C(C3C(C(C2(C)C)(CC1OC(=O)C(C(C5=CC=CC=C5)NC(=O)OC(C)(C)C)O)O)OC(=O)C6=CC=CC=C6)(CO4)OC(=O)C)OC)C)OC. Drug 2: C1=CC(=C2C(=C1NCCNCCO)C(=O)C3=C(C=CC(=C3C2=O)O)O)NCCNCCO. Cell line: NCIH23. Synergy scores: CSS=67.3, Synergy_ZIP=-0.938, Synergy_Bliss=-2.02, Synergy_Loewe=1.44, Synergy_HSA=4.42.